From a dataset of Reaction yield outcomes from USPTO patents with 853,638 reactions. Predict the reaction yield, written as a fraction of the theoretical maximum amount of product (1.0 means a 100% yield; for example, 0.34 means a 34% yield). (1) The reactants are C(=O)([O-])[O-].[K+].[K+].I[CH:8]([CH3:10])[CH3:9].[Br:11][C:12]1[CH:17]=[CH:16][C:15]([OH:18])=[C:14]([CH2:19][CH3:20])[CH:13]=1. The catalyst is CN(C=O)C. The product is [Br:11][C:12]1[CH:17]=[CH:16][C:15]([O:18][CH:8]([CH3:10])[CH3:9])=[C:14]([CH2:19][CH3:20])[CH:13]=1. The yield is 0.750. (2) The product is [Cl:7][C:8]1[CH:15]=[CH:14][C:11]([CH:12]([C:6]2[N:2]([CH3:1])[N:3]=[CH:4][CH:5]=2)[OH:13])=[CH:10][CH:9]=1. The yield is 0.440. The catalyst is O1CCCC1. The reactants are [CH3:1][N:2]1[CH:6]=[CH:5][CH:4]=[N:3]1.[Cl:7][C:8]1[CH:15]=[CH:14][C:11]([CH:12]=[O:13])=[CH:10][CH:9]=1.[Cl-].[NH4+]. (3) The reactants are [CH3:1][S:2]([CH3:5])(=[O:4])=[O:3].C([Li])CCC.[Cl:11][C:12]1[CH:17]=[CH:16][CH:15]=[CH:14][C:13]=1/[CH:18]=[N:19]/[C:20](=[O:26])[O:21][C:22]([CH3:25])([CH3:24])[CH3:23].[Cl-].[NH4+]. The catalyst is C1COCC1.C(OCC)(=O)C. The product is [Cl:11][C:12]1[CH:17]=[CH:16][CH:15]=[CH:14][C:13]=1[CH:18]([NH:19][C:20](=[O:26])[O:21][C:22]([CH3:24])([CH3:23])[CH3:25])[CH2:1][S:2]([CH3:5])(=[O:4])=[O:3]. The yield is 0.820. (4) The reactants are [F:1][C:2]1[CH:7]=[CH:6][C:5]([OH:8])=[C:4]([C:9]([OH:17])([CH3:16])[CH2:10][N:11]2[CH:15]=[CH:14][N:13]=[CH:12]2)[CH:3]=1.[CH2:18](Cl)[CH2:19][C:20]1[CH:25]=[CH:24][CH:23]=[CH:22][CH:21]=1.FC1C=CC(OC2C=CC=CC=2)=C(C(O)(C)CN2C=CN=C2)C=1. No catalyst specified. The product is [F:1][C:2]1[CH:7]=[CH:6][C:5]([O:8][CH2:18][CH2:19][C:20]2[CH:25]=[CH:24][CH:23]=[CH:22][CH:21]=2)=[C:4]([C:9]([OH:17])([CH3:16])[CH2:10][N:11]2[CH:15]=[CH:14][N:13]=[CH:12]2)[CH:3]=1. The yield is 0.134.